This data is from Catalyst prediction with 721,799 reactions and 888 catalyst types from USPTO. The task is: Predict which catalyst facilitates the given reaction. (1) Reactant: [F:1][C:2]1[CH:7]=[CH:6][CH:5]=[C:4]([F:8])[C:3]=1[NH:9][NH2:10].[CH3:11][C:12](/[CH:14]=[N:15]/[OH:16])=O. Product: [F:1][C:2]1[CH:7]=[CH:6][CH:5]=[C:4]([F:8])[C:3]=1[NH:9][N:10]=[C:12]([CH3:11])[CH:14]=[N:15][OH:16]. The catalyst class is: 8. (2) Reactant: Br[CH2:2][C:3](=O)[CH2:4][C@@H:5]1[CH2:10][CH2:9][CH2:8][CH2:7][N:6]1C(OC(C)(C)C)=O.[F:19][C:20]1[CH:21]=[C:22]([CH3:27])[C:23]([NH2:26])=[N:24][CH:25]=1.C([O-])(O)=O.[Na+].[ClH:33].CC(O)C. Product: [ClH:33].[ClH:33].[F:19][C:20]1[CH:21]=[C:22]([CH3:27])[C:23]2[N:24]([CH:2]=[C:3]([CH2:4][C@@H:5]3[CH2:10][CH2:9][CH2:8][CH2:7][NH:6]3)[N:26]=2)[CH:25]=1. The catalyst class is: 11. (3) Reactant: C([O:3][C:4]([CH:6]1[C:14]2[N:13]=[CH:12][N:11]([C:15]([C:28]3[CH:33]=[CH:32][CH:31]=[CH:30][CH:29]=3)([C:22]3[CH:27]=[CH:26][CH:25]=[CH:24][CH:23]=3)[C:16]3[CH:21]=[CH:20][CH:19]=[CH:18][CH:17]=3)[C:10]=2[CH2:9][CH2:8][CH2:7]1)=O)C.[H-].[Al+3].[Li+].[H-].[H-].[H-].[OH-].[Na+].Cl. Product: [OH:3][CH2:4][CH:6]1[C:14]2[N:13]=[CH:12][N:11]([C:15]([C:16]3[CH:21]=[CH:20][CH:19]=[CH:18][CH:17]=3)([C:28]3[CH:29]=[CH:30][CH:31]=[CH:32][CH:33]=3)[C:22]3[CH:27]=[CH:26][CH:25]=[CH:24][CH:23]=3)[C:10]=2[CH2:9][CH2:8][CH2:7]1. The catalyst class is: 20. (4) Reactant: [Cl:1][C:2]1[CH:7]=[CH:6][CH:5]=[C:4]([Cl:8])[C:3]=1[CH2:9][OH:10].[H-].[Na+].Br[C:14]1[C:15]([NH2:21])=[N:16][CH:17]=[C:18]([Br:20])[N:19]=1. Product: [Br:20][C:18]1[N:19]=[C:14]([O:10][CH2:9][C:3]2[C:2]([Cl:1])=[CH:7][CH:6]=[CH:5][C:4]=2[Cl:8])[C:15]([NH2:21])=[N:16][CH:17]=1. The catalyst class is: 7. (5) Reactant: [F:1][C:2]([F:18])([F:17])[C:3]1[N:8]=[C:7]([CH2:9][C:10]([O:12]C(C)(C)C)=[O:11])[CH:6]=[CH:5][CH:4]=1.C([SiH](CC)CC)C.C(O)(C(F)(F)F)=O. Product: [F:17][C:2]([F:1])([F:18])[C:3]1[N:8]=[C:7]([CH2:9][C:10]([OH:12])=[O:11])[CH:6]=[CH:5][CH:4]=1. The catalyst class is: 4.